Dataset: Catalyst prediction with 721,799 reactions and 888 catalyst types from USPTO. Task: Predict which catalyst facilitates the given reaction. Reactant: Br[C:2]1[CH:7]=[CH:6][C:5]([Br:8])=[CH:4][N:3]=1.[C:9]1(OB(O)O)[CH:14]=[CH:13][CH:12]=[CH:11][CH:10]=1.C(=O)([O-])[O-].[Na+].[Na+]. Product: [Br:8][C:5]1[CH:6]=[CH:7][C:2]([C:9]2[CH:14]=[CH:13][CH:12]=[CH:11][CH:10]=2)=[N:3][CH:4]=1. The catalyst class is: 206.